This data is from Forward reaction prediction with 1.9M reactions from USPTO patents (1976-2016). The task is: Predict the product of the given reaction. (1) Given the reactants [CH3:1][O:2][C:3]1[CH:11]=[C:10]2[C:6]([CH:7]=[CH:8][NH:9]2)=[CH:5][CH:4]=1.[C:12]([O:16][C:17](O[C:17]([O:16][C:12]([CH3:15])([CH3:14])[CH3:13])=[O:18])=[O:18])([CH3:15])([CH3:14])[CH3:13], predict the reaction product. The product is: [C:12]([O:16][C:17]([N:9]1[C:10]2[C:6](=[CH:5][CH:4]=[C:3]([O:2][CH3:1])[CH:11]=2)[CH:7]=[CH:8]1)=[O:18])([CH3:15])([CH3:14])[CH3:13]. (2) Given the reactants [OH:1][C:2]1[CH:3]=[C:4](B(O)O)[CH:5]=[CH:6][CH:7]=1.I[C:12]1[CH:17]=[CH:16][C:15]([O:18][CH3:19])=[CH:14][CH:13]=1.O, predict the reaction product. The product is: [CH3:19][O:18][C:15]1[CH:16]=[CH:17][C:12]([C:6]2[CH:5]=[CH:4][CH:3]=[C:2]([OH:1])[CH:7]=2)=[CH:13][CH:14]=1. (3) Given the reactants [CH3:1][O:2][C:3]1[CH:4]=[CH:5][C:6]2[N:14]3[C:9]([CH2:10][CH2:11][CH2:12][CH2:13]3)=[C:8]([CH:15]=O)[C:7]=2[N:17]=1.C([O-])(=O)C.[NH4+].[N+:23]([CH3:26])([O-:25])=[O:24], predict the reaction product. The product is: [CH3:1][O:2][C:3]1[CH:4]=[CH:5][C:6]2[N:14]3[C:9]([CH2:10][CH2:11][CH2:12][CH2:13]3)=[C:8]([CH:15]=[CH:26][N+:23]([O-:25])=[O:24])[C:7]=2[N:17]=1. (4) Given the reactants [C:1](#[N:9])[C:2]1[C:3](=[CH:5][CH:6]=[CH:7][CH:8]=1)[NH2:4].[NH2:10]O, predict the reaction product. The product is: [NH2:9][C:1]1[C:2]2[C:3](=[CH:5][CH:6]=[CH:7][CH:8]=2)[NH:4][N:10]=1. (5) Given the reactants [CH:1]([C:3]1[C:4]([NH2:10])=[N:5][CH:6]=[C:7]([F:9])[CH:8]=1)=[CH2:2].Br[CH2:12][C:13](=O)[CH2:14][C@@H:15]1[CH2:20][CH2:19][CH2:18][CH2:17][N:16]1C(OC(C)(C)C)=O, predict the reaction product. The product is: [CH:1]([C:3]1[C:4]2[N:5]([CH:12]=[C:13]([CH2:14][C@@H:15]3[CH2:20][CH2:19][CH2:18][CH2:17][NH:16]3)[N:10]=2)[CH:6]=[C:7]([F:9])[CH:8]=1)=[CH2:2]. (6) Given the reactants [CH3:1][O:2][C:3]1[CH:52]=[CH:51][CH:50]=[CH:49][C:4]=1[CH2:5][O:6][CH2:7][CH2:8][CH2:9][O:10][C:11]1[CH:16]=[CH:15][C:14]([CH:17]2[CH2:22][CH2:21][N:20]([C:23]([O:25][CH2:26][C:27]3[CH:32]=[CH:31][CH:30]=[CH:29][CH:28]=3)=[O:24])[CH2:19][CH:18]2[O:33][CH2:34][CH2:35][O:36][C:37]2[CH:42]=[CH:41][CH:40]=[CH:39][C:38]=2[CH2:43][CH2:44][C:45]([O:47]C)=[O:46])=[CH:13][CH:12]=1.[OH-].[Na+].Cl, predict the reaction product. The product is: [C:45]([CH2:44][CH2:43][C:38]1[CH:39]=[CH:40][CH:41]=[CH:42][C:37]=1[O:36][CH2:35][CH2:34][O:33][CH:18]1[CH:17]([C:14]2[CH:13]=[CH:12][C:11]([O:10][CH2:9][CH2:8][CH2:7][O:6][CH2:5][C:4]3[CH:49]=[CH:50][CH:51]=[CH:52][C:3]=3[O:2][CH3:1])=[CH:16][CH:15]=2)[CH2:22][CH2:21][N:20]([C:23]([O:25][CH2:26][C:27]2[CH:32]=[CH:31][CH:30]=[CH:29][CH:28]=2)=[O:24])[CH2:19]1)([OH:47])=[O:46]. (7) Given the reactants C(N(CC)CC)C.[Cl:8][C:9]1[C:18]([N+:19]([O-:21])=[O:20])=[C:17](Cl)[C:16]2[C:11](=[CH:12][CH:13]=[CH:14][CH:15]=2)[N:10]=1.[NH2:23][CH2:24][C:25]([CH3:29])([OH:28])[CH:26]=[CH2:27], predict the reaction product. The product is: [Cl:8][C:9]1[C:18]([N+:19]([O-:21])=[O:20])=[C:17]([NH:23][CH2:24][C:25]([CH3:29])([OH:28])[CH:26]=[CH2:27])[C:16]2[C:11](=[CH:12][CH:13]=[CH:14][CH:15]=2)[N:10]=1.